From a dataset of Reaction yield outcomes from USPTO patents with 853,638 reactions. Predict the reaction yield, written as a fraction of the theoretical maximum amount of product (1.0 means a 100% yield; for example, 0.34 means a 34% yield). (1) The reactants are [Br:1][C:2]1[CH:9]=[CH:8][C:5]([C:6]#[N:7])=[C:4]([CH3:10])[CH:3]=1.[C:11]1([Mg]Br)[CH:16]=[CH:15][CH:14]=[CH:13][CH:12]=1.[BH4-].[Na+]. The catalyst is C1COCC1. The product is [Br:1][C:2]1[CH:9]=[CH:8][C:5]([CH:6]([C:11]2[CH:16]=[CH:15][CH:14]=[CH:13][CH:12]=2)[NH2:7])=[C:4]([CH3:10])[CH:3]=1. The yield is 0.320. (2) The reactants are C[O:2][C:3]([C:5]1[S:6][C:7]2[C:8]([F:26])([F:25])[CH2:9][O:10][C:11]3[CH:18]=[CH:17][C:16]([C:19]#[C:20][C:21]([OH:24])([CH3:23])[CH3:22])=[CH:15][C:12]=3[C:13]=2[N:14]=1)=O.[NH3:27].CO. The catalyst is C1COCC1. The product is [F:25][C:8]1([F:26])[C:7]2[S:6][C:5]([C:3]([NH2:27])=[O:2])=[N:14][C:13]=2[C:12]2[CH:15]=[C:16]([C:19]#[C:20][C:21]([OH:24])([CH3:23])[CH3:22])[CH:17]=[CH:18][C:11]=2[O:10][CH2:9]1. The yield is 0.300. (3) The reactants are [CH:1]1([N:7]2[C:12]([OH:13])=[C:11]([C:14]([NH:16][CH2:17][C:18]([O:20]CC)=[O:19])=[O:15])[C:10](=[O:23])[NH:9][C:8]2=[O:24])[CH2:6][CH2:5][CH2:4][CH2:3][CH2:2]1.C(=O)([O-])[O-].[K+].[K+].[Br:31][C:32]1[CH:39]=[CH:38][CH:37]=[CH:36][C:33]=1[CH2:34]Br.Cl. The catalyst is CC(N(C)C)=O. The product is [Br:31][C:32]1[CH:39]=[CH:38][CH:37]=[CH:36][C:33]=1[CH2:34][N:9]1[C:10](=[O:23])[C:11]([C:14]([NH:16][CH2:17][C:18]([OH:20])=[O:19])=[O:15])=[C:12]([OH:13])[N:7]([CH:1]2[CH2:2][CH2:3][CH2:4][CH2:5][CH2:6]2)[C:8]1=[O:24]. The yield is 0.380. (4) The yield is 0.900. The product is [Br:1][C:2]1[CH:3]=[C:4]2[C:8](=[CH:9][CH:10]=1)[N:7]([CH2:20][CH:21]([OH:19])[CH2:22][O:23][C:24]1[CH:29]=[CH:28][CH:27]=[CH:26][CH:25]=1)[C:6]1[CH:11]=[N:12][C:13]([C:15]#[N:16])=[CH:14][C:5]2=1. No catalyst specified. The reactants are [Br:1][C:2]1[CH:3]=[C:4]2[C:8](=[CH:9][CH:10]=1)[NH:7][C:6]1[CH:11]=[N:12][C:13]([C:15]#[N:16])=[CH:14][C:5]2=1.C[Li].[O:19]1[CH:21]([CH2:22][O:23][C:24]2[CH:29]=[CH:28][CH:27]=[CH:26][CH:25]=2)[CH2:20]1.